From a dataset of Catalyst prediction with 721,799 reactions and 888 catalyst types from USPTO. Predict which catalyst facilitates the given reaction. (1) Reactant: [Br:1]Br.[F:3][C:4]1[CH:9]=[C:8]([CH2:10][C:11]([C:13]2[CH:18]=[CH:17][CH:16]=[C:15]([CH3:19])[CH:14]=2)=[O:12])[CH:7]=[CH:6][N:5]=1. Product: [Br:1][CH:10]([C:8]1[CH:7]=[CH:6][N:5]=[C:4]([F:3])[CH:9]=1)[C:11]([C:13]1[CH:18]=[CH:17][CH:16]=[C:15]([CH3:19])[CH:14]=1)=[O:12]. The catalyst class is: 15. (2) Reactant: FCCC1(N2C=C([C:20]3[N:25]4[CH:26]=[CH:27][N:28]=[C:24]4[CH:23]=[C:22]([C:29]4[CH:30]=[N:31][N:32]([CH3:34])[CH:33]=4)[N:21]=3)C=N2)CN(C(OC(C)(C)C)=O)C1.[ClH:35]. Product: [ClH:35].[ClH:35].[ClH:35].[CH3:34][N:32]1[CH:33]=[C:29]([C:22]2[N:21]=[CH:20][N:25]3[CH:26]=[CH:27][N:28]=[C:24]3[CH:23]=2)[CH:30]=[N:31]1. The catalyst class is: 12. (3) Reactant: [O:1]1[CH2:6][CH2:5][CH2:4][CH2:3][CH:2]1[N:7]1[C:15]2[C:10](=[CH:11][C:12]([C:16]3[N:20]=[CH:19][N:18]([C:21]([C:34]4[CH:39]=[CH:38][CH:37]=[CH:36][CH:35]=4)([C:28]4[CH:33]=[CH:32][CH:31]=[CH:30][CH:29]=4)[C:22]4[CH:27]=[CH:26][CH:25]=[CH:24][CH:23]=4)[N:17]=3)=[CH:13][CH:14]=2)[C:9]([C:40]2[CH:41]=[C:42]([NH2:46])[CH:43]=[CH:44][CH:45]=2)=[N:8]1.[CH:47]1([C:52](Cl)=[O:53])[CH2:51][CH2:50][CH2:49][CH2:48]1.C(N(CC)CC)C. The catalyst class is: 7. Product: [CH:47]1([C:52]([NH:46][C:42]2[CH:43]=[CH:44][CH:45]=[C:40]([C:9]3[C:10]4[C:15](=[CH:14][CH:13]=[C:12]([C:16]5[N:20]=[CH:19][N:18]([C:21]([C:28]6[CH:33]=[CH:32][CH:31]=[CH:30][CH:29]=6)([C:22]6[CH:27]=[CH:26][CH:25]=[CH:24][CH:23]=6)[C:34]6[CH:35]=[CH:36][CH:37]=[CH:38][CH:39]=6)[N:17]=5)[CH:11]=4)[N:7]([CH:2]4[CH2:3][CH2:4][CH2:5][CH2:6][O:1]4)[N:8]=3)[CH:41]=2)=[O:53])[CH2:51][CH2:50][CH2:49][CH2:48]1. (4) Reactant: [CH3:1][C:2]([C:12]1[CH:17]=[CH:16][N:15]2[C:18]([C:21]3[CH:26]=[CH:25][N:24]=[C:23]([C:27]([F:30])([F:29])[F:28])[N:22]=3)=[CH:19][N:20]=[C:14]2[N:13]=1)([O:4][Si](CC)(CC)CC)[CH3:3]. Product: [F:29][C:27]([F:28])([F:30])[C:23]1[N:22]=[C:21]([C:18]2[N:15]3[CH:16]=[CH:17][C:12]([C:2]([OH:4])([CH3:3])[CH3:1])=[N:13][C:14]3=[N:20][CH:19]=2)[CH:26]=[CH:25][N:24]=1. The catalyst class is: 811. (5) Reactant: Cl.[CH3:2][C:3]([CH3:46])([CH3:45])[CH2:4][C:5]1[N:6]=[C:7]([CH2:29][C:30]([C:33]2[CH:38]=[CH:37][C:36]([C:39]3[CH:40]=[N:41][N:42]([CH3:44])[CH:43]=3)=[CH:35][CH:34]=2)([OH:32])[CH3:31])[N:8](C(C2C=CC=CC=2)(C2C=CC=CC=2)C2C=CC=CC=2)[CH:9]=1. Product: [CH3:2][C:3]([CH3:46])([CH3:45])[CH2:4][C:5]1[N:6]=[C:7]([CH2:29][C:30]([C:33]2[CH:38]=[CH:37][C:36]([C:39]3[CH:40]=[N:41][N:42]([CH3:44])[CH:43]=3)=[CH:35][CH:34]=2)([OH:32])[CH3:31])[NH:8][CH:9]=1. The catalyst class is: 5.